Dataset: Reaction yield outcomes from USPTO patents with 853,638 reactions. Task: Predict the reaction yield, written as a fraction of the theoretical maximum amount of product (1.0 means a 100% yield; for example, 0.34 means a 34% yield). (1) The reactants are Cl.[C:2]1(=[O:12])[C:6]2([CH2:11][CH2:10][CH2:9][NH:8][CH2:7]2)[CH2:5][CH2:4][NH:3]1.C(N(CC)CC)C.[Br:20][C:21]1[CH:26]=[CH:25][C:24]([S:27](Cl)(=[O:29])=[O:28])=[C:23]([O:31][C:32]([F:35])([F:34])[F:33])[CH:22]=1.CCOC(C)=O. The catalyst is ClCCl. The product is [Br:20][C:21]1[CH:26]=[CH:25][C:24]([S:27]([N:8]2[CH2:9][CH2:10][CH2:11][C:6]3([C:2](=[O:12])[NH:3][CH2:4][CH2:5]3)[CH2:7]2)(=[O:29])=[O:28])=[C:23]([O:31][C:32]([F:34])([F:33])[F:35])[CH:22]=1. The yield is 0.680. (2) The reactants are Cl[CH:2]([C:14]1[CH:19]=[CH:18][CH:17]=[CH:16][CH:15]=1)[C:3]([C:5]1[C:13]2[C:8](=[CH:9][CH:10]=[CH:11][CH:12]=2)[NH:7][CH:6]=1)=[O:4].[NH2:20][C:21]1[CH:30]=[CH:29][C:24]2[NH:25][C:26](=[O:28])[O:27][C:23]=2[CH:22]=1.CCN(C(C)C)C(C)C. The catalyst is C(#N)C. The product is [NH:7]1[C:8]2[C:13](=[CH:12][CH:11]=[CH:10][CH:9]=2)[C:5]([C:3](=[O:4])[CH:2]([NH:20][C:21]2[CH:30]=[CH:29][C:24]3[NH:25][C:26](=[O:28])[O:27][C:23]=3[CH:22]=2)[C:14]2[CH:19]=[CH:18][CH:17]=[CH:16][CH:15]=2)=[CH:6]1. The yield is 0.160.